The task is: Predict the reaction yield, written as a fraction of the theoretical maximum amount of product (1.0 means a 100% yield; for example, 0.34 means a 34% yield).. This data is from Reaction yield outcomes from USPTO patents with 853,638 reactions. (1) The reactants are [CH:1]1([C:4]([N:6]2[CH2:10][CH2:9][C@@H:8]([CH2:11][OH:12])[CH2:7]2)=[O:5])[CH2:3][CH2:2]1.C(N(CC)CC)C.[CH3:20][S:21](Cl)(=[O:23])=[O:22]. The catalyst is C(Cl)Cl. The product is [CH3:20][S:21]([O:12][CH2:11][C@@H:8]1[CH2:9][CH2:10][N:6]([C:4]([CH:1]2[CH2:2][CH2:3]2)=[O:5])[CH2:7]1)(=[O:23])=[O:22]. The yield is 0.920. (2) The reactants are Cl[C:2]1[CH:3]=[CH:4][C:5]2[O:14][CH2:13][CH2:12][C:11]3[CH:10]=[C:9]([C:15]4[N:16]([C:20]5[CH:25]=[CH:24][C:23]([F:26])=[CH:22][C:21]=5[F:27])[N:17]=[CH:18][N:19]=4)[S:8][C:7]=3[C:6]=2[N:28]=1.[CH3:29][O:30][C:31]1[CH:36]=[CH:35][C:34](B2OC(C)(C)C(C)(C)O2)=[CH:33][N:32]=1.C([O-])([O-])=O.[Cs+].[Cs+]. The catalyst is C1C=CC(P(C2C=CC=CC=2)[C-]2C=CC=C2)=CC=1.C1C=CC(P(C2C=CC=CC=2)[C-]2C=CC=C2)=CC=1.Cl[Pd]Cl.[Fe+2].CC#N.O. The product is [F:27][C:21]1[CH:22]=[C:23]([F:26])[CH:24]=[CH:25][C:20]=1[N:16]1[C:15]([C:9]2[S:8][C:7]3[C:6]4[N:28]=[C:2]([C:34]5[CH:33]=[N:32][C:31]([O:30][CH3:29])=[CH:36][CH:35]=5)[CH:3]=[CH:4][C:5]=4[O:14][CH2:13][CH2:12][C:11]=3[CH:10]=2)=[N:19][CH:18]=[N:17]1. The yield is 0.170. (3) The reactants are [F:1][C:2]1[CH:7]=[C:6]([O:8][C:9]2[CH:14]=[CH:13][N:12]=[C:11]([NH:15][C:16]([N:18]3[CH2:23][CH2:22][CH:21]([N:24]4[CH2:29][CH2:28][N:27]([CH3:30])[CH2:26][CH2:25]4)[CH2:20][CH2:19]3)=[O:17])[CH:10]=2)[CH:5]=[CH:4][C:3]=1[NH:31][C:32]([C:34]1([C:37]([NH:39][C:40]2[CH:45]=[CH:44][C:43]([F:46])=[CH:42][CH:41]=2)=[O:38])[CH2:36][CH2:35]1)=[O:33].[C:47]([OH:56])(=[O:55])[C@@H:48]([C@H:50]([C:52]([OH:54])=[O:53])[OH:51])[OH:49].O. The yield is 0.851. The catalyst is C(O)C. The product is [C:47]([OH:56])(=[O:55])[C@@H:48]([C@H:50]([C:52]([OH:54])=[O:53])[OH:51])[OH:49].[F:1][C:2]1[CH:7]=[C:6]([O:8][C:9]2[CH:14]=[CH:13][N:12]=[C:11]([NH:15][C:16]([N:18]3[CH2:19][CH2:20][CH:21]([N:24]4[CH2:29][CH2:28][N:27]([CH3:30])[CH2:26][CH2:25]4)[CH2:22][CH2:23]3)=[O:17])[CH:10]=2)[CH:5]=[CH:4][C:3]=1[NH:31][C:32]([C:34]1([C:37]([NH:39][C:40]2[CH:41]=[CH:42][C:43]([F:46])=[CH:44][CH:45]=2)=[O:38])[CH2:36][CH2:35]1)=[O:33]. (4) The reactants are O1CCCC1CCO.C([O:16][C:17]1[CH:22]=[C:21]([O:23][CH:24]([CH3:26])[CH3:25])[CH:20]=[CH:19][C:18]=1/[CH:27]=[CH:28]/[C:29]([O:31][CH2:32][CH3:33])=[O:30])C1C=CC=CC=1. The catalyst is [C].[Pd]. The product is [OH:16][C:17]1[CH:22]=[C:21]([O:23][CH:24]([CH3:26])[CH3:25])[CH:20]=[CH:19][C:18]=1[CH2:27][CH2:28][C:29]([O:31][CH2:32][CH3:33])=[O:30]. The yield is 0.890. (5) The reactants are [C:1]([O:11][C:12]([C:15]([CH2:18][CH2:19]I)([F:17])[F:16])([F:14])[F:13])([C:4]([C:7]([F:10])([F:9])[F:8])([F:6])[F:5])([F:3])[F:2].CNC=[O:24].O. The catalyst is CCOCC. The product is [C:1]([O:11][C:12]([C:15]([CH2:18][CH2:19][OH:24])([F:17])[F:16])([F:14])[F:13])([C:4]([C:7]([F:10])([F:9])[F:8])([F:6])[F:5])([F:3])[F:2]. The yield is 0.850. (6) The reactants are [CH2:1]([OH:13])[CH2:2][O:3][CH2:4][CH2:5][O:6][CH2:7][CH2:8][O:9][CH2:10][CH2:11][OH:12].[OH-].[Na+].[CH2:16](Cl)[C:17]1[CH:22]=[CH:21][CH:20]=[CH:19][CH:18]=1. The catalyst is [Na+].[Cl-]. The product is [CH2:16]([O:12][CH2:11][CH2:10][O:9][CH2:8][CH2:7][O:6][CH2:5][CH2:4][O:3][CH2:2][CH2:1][OH:13])[C:17]1[CH:22]=[CH:21][CH:20]=[CH:19][CH:18]=1. The yield is 0.710. (7) The reactants are [F:1][C:2]1[CH:3]=[C:4]([N+:9]([O-:11])=[O:10])[C:5](O)=[N:6][CH:7]=1.P(Cl)(Cl)([Cl:14])=O. The catalyst is [Cl-].C([N+](C)(C)C)C1C=CC=CC=1.C(#N)C. The product is [Cl:14][C:5]1[C:4]([N+:9]([O-:11])=[O:10])=[CH:3][C:2]([F:1])=[CH:7][N:6]=1. The yield is 0.700. (8) The reactants are [CH3:1][O:2][C:3](=[O:20])[C:4](=[N:12][NH:13][C:14]1[CH:19]=[CH:18][CH:17]=[CH:16][CH:15]=1)[C:5](=[O:11])[CH2:6][C:7](OC)=[O:8]. The catalyst is ClC1C=CC=CC=1Cl. The product is [CH3:1][O:2][C:3]([C:4]1[C:5]([OH:11])=[CH:6][C:7](=[O:8])[N:13]([C:14]2[CH:19]=[CH:18][CH:17]=[CH:16][CH:15]=2)[N:12]=1)=[O:20]. The yield is 0.990. (9) The reactants are S(O)(O)(=O)=O.[OH:6][C:7]1[CH:13]=[CH:12][C:10]([NH2:11])=[CH:9][CH:8]=1.CS(O[CH2:19][C:20]#[C:21][CH3:22])(=O)=O.C([O-])([O-])=O.[Cs+].[Cs+].O. The catalyst is CN(C=O)C. The product is [CH2:19]([O:6][C:7]1[CH:13]=[CH:12][C:10]([NH2:11])=[CH:9][CH:8]=1)[C:20]#[C:21][CH3:22]. The yield is 0.350. (10) The reactants are [OH:1][CH2:2][C@H:3]1[C@@H:7]([OH:8])[CH:6]=[CH:5][CH2:4]1.ClC1C=CC=C(C(OO)=[O:17])C=1. The catalyst is C(Cl)Cl. The product is [OH:1][CH2:2][C@@H:3]1[CH2:4][C@H:5]2[C@H:6]([O:17]2)[C@@H:7]1[OH:8]. The yield is 0.760.